Dataset: Catalyst prediction with 721,799 reactions and 888 catalyst types from USPTO. Task: Predict which catalyst facilitates the given reaction. (1) Reactant: C(OC(=O)[NH:7][C:8]1[C:17]2[C:12](=[CH:13][CH:14]=[CH:15][CH:16]=2)[C:11]([O:18][C:19]2[CH:24]=[CH:23][N:22]=[C:21]([NH:25][C:26]3[CH:31]=[C:30]([C:32](=[O:43])[NH:33][C@@H:34]([CH3:42])[CH2:35][N:36]4[CH2:41][CH2:40][O:39][CH2:38][CH2:37]4)[CH:29]=[C:28]([C:44]#[CH:45])[CH:27]=3)[N:20]=2)=[CH:10][CH:9]=1)(C)(C)C.C(O)(C(F)(F)F)=O. Product: [NH2:7][C:8]1[C:17]2[C:12](=[CH:13][CH:14]=[CH:15][CH:16]=2)[C:11]([O:18][C:19]2[CH:24]=[CH:23][N:22]=[C:21]([NH:25][C:26]3[CH:31]=[C:30]([CH:29]=[C:28]([C:44]#[CH:45])[CH:27]=3)[C:32]([NH:33][C@@H:34]([CH3:42])[CH2:35][N:36]3[CH2:37][CH2:38][O:39][CH2:40][CH2:41]3)=[O:43])[N:20]=2)=[CH:10][CH:9]=1. The catalyst class is: 2. (2) Reactant: [F:1][C:2]1([F:7])[CH2:5][CH:4]([NH2:6])[CH2:3]1.Cl.CCN(C(C)C)C(C)C.[F:18][C:19]([F:42])([F:41])[C@H:20]1[CH2:25][CH2:24][C@H:23]([NH:26][C:27](=[O:40])[C:28]2[CH:33]=[C:32]([N+:34]([O-:36])=[O:35])[C:31]([NH:37][CH3:38])=[CH:30][C:29]=2F)[CH2:22][CH2:21]1. Product: [F:18][C:19]([F:41])([F:42])[C@H:20]1[CH2:25][CH2:24][C@H:23]([NH:26][C:27](=[O:40])[C:28]2[CH:33]=[C:32]([N+:34]([O-:36])=[O:35])[C:31]([NH:37][CH3:38])=[CH:30][C:29]=2[NH:6][CH:4]2[CH2:5][C:2]([F:7])([F:1])[CH2:3]2)[CH2:22][CH2:21]1. The catalyst class is: 23. (3) Reactant: CS[C:3](=[NH:22])[CH2:4][C:5]1[CH:6]=[CH:7][C:8]2[S:13][C:12]3[N:14]=[CH:15][CH:16]=[N:17][C:11]=3[N:10]([CH2:18][O:19][CH3:20])[C:9]=2[CH:21]=1.[NH2:23][C:24]1[CH:29]=[CH:28][CH:27]=[CH:26][CH:25]=1. Product: [C:24]1([NH:23][C:3](=[NH:22])[CH2:4][C:5]2[CH:6]=[CH:7][C:8]3[S:13][C:12]4[N:14]=[CH:15][CH:16]=[N:17][C:11]=4[N:10]([CH2:18][O:19][CH3:20])[C:9]=3[CH:21]=2)[CH:29]=[CH:28][CH:27]=[CH:26][CH:25]=1. The catalyst class is: 83.